This data is from Full USPTO retrosynthesis dataset with 1.9M reactions from patents (1976-2016). The task is: Predict the reactants needed to synthesize the given product. (1) Given the product [F:25][C:23]1[CH:24]=[C:16]([N:12]2[CH2:11][C@H:10]([CH2:9][NH:8][C:1](=[O:3])[CH3:2])[O:14][C:13]2=[O:15])[CH:17]=[C:18]2[C:22]=1[N:21]([CH2:26][CH2:27][F:28])[C:20](=[O:29])[CH2:19]2, predict the reactants needed to synthesize it. The reactants are: [C:1](OC(=O)C)(=[O:3])[CH3:2].[NH2:8][CH2:9][C@H:10]1[O:14][C:13](=[O:15])[N:12]([C:16]2[CH:17]=[C:18]3[C:22](=[C:23]([F:25])[CH:24]=2)[N:21]([CH2:26][CH2:27][F:28])[C:20](=[O:29])[CH2:19]3)[CH2:11]1.C(N(CC)C(C)C)(C)C. (2) Given the product [CH2:1]([O:3][C:4](=[O:24])[C:5]([O:8][C:9]1[C:18]2[C:13](=[CH:14][CH:15]=[CH:16][CH:17]=2)[CH:12]=[C:11]([OH:19])[CH:10]=1)([CH3:7])[CH3:6])[CH3:2], predict the reactants needed to synthesize it. The reactants are: [CH2:1]([O:3][C:4](=[O:24])[C:5]([O:8][C:9]1[C:18]2[C:13](=[CH:14][CH:15]=[CH:16][CH:17]=2)[CH:12]=[C:11]([O:19]C(OC)=O)[CH:10]=1)([CH3:7])[CH3:6])[CH3:2].[O-]CC.[Na+].CC(O)=O. (3) Given the product [CH2:29]([O:24][C:23]([C:2]1[N:3]=[N:4][C:5]([O:8][CH2:9][C:10]2[N:11]([C:16]3[CH:21]=[CH:20][C:19]([F:22])=[CH:18][CH:17]=3)[N:12]=[N:13][C:14]=2[CH3:15])=[CH:6][CH:7]=1)=[O:26])[CH3:30], predict the reactants needed to synthesize it. The reactants are: Cl[C:2]1[N:3]=[N:4][C:5]([O:8][CH2:9][C:10]2[N:11]([C:16]3[CH:21]=[CH:20][C:19]([F:22])=[CH:18][CH:17]=3)[N:12]=[N:13][C:14]=2[CH3:15])=[CH:6][CH:7]=1.[C:23](=[O:26])([O-])[O-:24].[Na+].[Na+].[CH2:29](O)[CH3:30]. (4) The reactants are: Br[C:2]1[CH:7]=[CH:6][C:5]([C:8]2[CH:9]=[N:10][C:11]3[N:12]([N:14]=[CH:15][CH:16]=3)[CH:13]=2)=[CH:4][CH:3]=1.[CH3:17][C@H:18]1[NH:23][C@@H:22]([CH3:24])[CH2:21][N:20]([C:25]([O:27][C:28]([CH3:31])([CH3:30])[CH3:29])=[O:26])[CH2:19]1.CC([O-])(C)C.[Na+]. Given the product [CH3:24][C@H:22]1[N:23]([C:2]2[CH:7]=[CH:6][C:5]([C:8]3[CH:9]=[N:10][C:11]4[N:12]([N:14]=[CH:15][CH:16]=4)[CH:13]=3)=[CH:4][CH:3]=2)[C@@H:18]([CH3:17])[CH2:19][N:20]([C:25]([O:27][C:28]([CH3:30])([CH3:29])[CH3:31])=[O:26])[CH2:21]1, predict the reactants needed to synthesize it. (5) Given the product [CH:1]1([NH:7][C:11]([C:13]2[C:14](=[O:26])[N:15]([CH3:25])[C:16]3[C:21]([C:22]=2[OH:23])=[CH:20][C:19]([CH3:24])=[CH:18][CH:17]=3)=[O:10])[CH2:6][CH2:5][CH2:4][CH2:3][CH2:2]1, predict the reactants needed to synthesize it. The reactants are: [CH:1]1([NH2:7])[CH2:6][CH2:5][CH2:4][CH2:3][CH2:2]1.C([O:10][C:11]([C:13]1[C:14](=[O:26])[N:15]([CH3:25])[C:16]2[C:21]([C:22]=1[OH:23])=[CH:20][C:19]([CH3:24])=[CH:18][CH:17]=2)=O)C. (6) Given the product [CH3:1][O:2][C:3]([C@H:5]1[C@H:10]([CH3:11])[O:9][C@@H:8]([CH2:12][O:31][CH3:30])[CH2:7][N:6]1[S:14][C:15]1[CH:20]=[CH:19][C:18]([O:21][CH2:22][C:23]2[CH:28]=[CH:27][C:26]([F:29])=[CH:25][CH:24]=2)=[CH:17][CH:16]=1)=[O:4], predict the reactants needed to synthesize it. The reactants are: [CH3:1][O:2][C:3]([C@H:5]1[C@H:10]([CH3:11])[O:9][C@@H:8]([CH2:12]I)[CH2:7][N:6]1[S:14][C:15]1[CH:20]=[CH:19][C:18]([O:21][CH2:22][C:23]2[CH:28]=[CH:27][C:26]([F:29])=[CH:25][CH:24]=2)=[CH:17][CH:16]=1)=[O:4].[CH3:30][OH:31]. (7) Given the product [CH2:1]([O:8][C:9]1[CH:10]=[C:11]([CH:25]=[CH:26][C:27]=1[N+:28]([O-:30])=[O:29])[CH2:12][CH:13]1[C:22]2[CH:21]=[CH:20][CH:19]=[CH:18][C:17]=2[CH2:16][CH2:15][C:14](=[O:37])[NH:23]1)[C:2]1[CH:7]=[CH:6][CH:5]=[CH:4][CH:3]=1, predict the reactants needed to synthesize it. The reactants are: [CH2:1]([O:8][C:9]1[CH:10]=[C:11]([CH:25]=[CH:26][C:27]=1[N+:28]([O-:30])=[O:29])[CH2:12][CH:13]1[C:22]2[C:17](=[CH:18][CH:19]=[CH:20][CH:21]=2)[CH2:16][CH2:15][C:14]1=[N:23]O)[C:2]1[CH:7]=[CH:6][CH:5]=[CH:4][CH:3]=1.P(Cl)(Cl)(Cl)(Cl)Cl.[OH2:37]. (8) Given the product [OH:20][C@@H:21]([CH2:22][N:30]([C:4]1[CH:5]=[CH:6][C:7]([O:8][C:9]2[CH:10]=[CH:11][C:12]([OH:15])=[CH:13][CH:14]=2)=[CH:16][CH:17]=1)[CH2:29][CH:37]([CH3:25])[CH3:36])[CH2:23][O:24][C:25]1[C:37]2[C:36]3[C:31](=[CH:32][CH:33]=[CH:34][CH:35]=3)[NH:30][C:29]=2[CH:28]=[CH:27][CH:26]=1, predict the reactants needed to synthesize it. The reactants are: CC(N)(C)C[C:4]1[CH:17]=[CH:16][C:7]([O:8][C:9]2[CH:14]=[CH:13][C:12]([OH:15])=[CH:11][CH:10]=2)=[CH:6][CH:5]=1.[O:20]1[CH2:22][C@H:21]1[CH2:23][O:24][C:25]1[C:37]2[C:36]3[C:31](=[CH:32][CH:33]=[CH:34][CH:35]=3)[NH:30][C:29]=2[CH:28]=[CH:27][CH:26]=1. (9) The reactants are: [CH2:1]([C:3]1([OH:11])[CH2:8][CH2:7][C:6]([F:10])([F:9])[CH2:5][CH2:4]1)[CH3:2].C(N(CC)CC)C.[C:19](Cl)(=[O:23])[C:20]([CH3:22])=[CH2:21]. Given the product [C:19]([O:11][C:3]1([CH2:1][CH3:2])[CH2:4][CH2:5][C:6]([F:10])([F:9])[CH2:7][CH2:8]1)(=[O:23])[C:20]([CH3:22])=[CH2:21], predict the reactants needed to synthesize it. (10) Given the product [N+:10]([C:7]1[CH:8]=[CH:9][C:4]([O:28][CH2:5][CH2:13][O:14][CH3:15])=[C:5]([C:13]2[O:14][C:15]3[CH:21]=[CH:20][C:19]([C:22]4[CH:27]=[CH:26][CH:25]=[CH:24][CH:23]=4)=[CH:18][C:16]=3[N:17]=2)[CH:6]=1)([O-:12])=[O:11], predict the reactants needed to synthesize it. The reactants are: [H-].[Na+].F[C:4]1[CH:9]=[CH:8][C:7]([N+:10]([O-:12])=[O:11])=[CH:6][C:5]=1[C:13]1[O:14][C:15]2[CH:21]=[CH:20][C:19]([C:22]3[CH:27]=[CH:26][CH:25]=[CH:24][CH:23]=3)=[CH:18][C:16]=2[N:17]=1.[OH2:28].